This data is from Forward reaction prediction with 1.9M reactions from USPTO patents (1976-2016). The task is: Predict the product of the given reaction. (1) Given the reactants [CH2:1]([O:3][C:4]([CH:6]1[C:18]2[NH:17][C:16]3[C:11](=[CH:12][CH:13]=[CH:14][CH:15]=3)[C:10]=2[CH2:9][CH2:8][NH:7]1)=[O:5])[CH3:2].[F:19][C:20]1[CH:28]=[CH:27][C:23]([C:24](Cl)=[O:25])=[CH:22][CH:21]=1.C(N(C(C)C)CC)(C)C, predict the reaction product. The product is: [CH2:1]([O:3][C:4]([CH:6]1[C:18]2[NH:17][C:16]3[C:11](=[CH:12][CH:13]=[CH:14][CH:15]=3)[C:10]=2[CH2:9][CH2:8][N:7]1[C:24](=[O:25])[C:23]1[CH:27]=[CH:28][C:20]([F:19])=[CH:21][CH:22]=1)=[O:5])[CH3:2]. (2) Given the reactants [C:1]([NH:9][C:10]1[CH:15]=[CH:14][C:13]([NH:16][C:17]2[CH:26]=[CH:25][N:24]=[C:23]3[C:18]=2[C:19]2[CH:31]=[CH:30][C:29]([C:32](O)=[O:33])=[CH:28][C:20]=2[C:21](=[O:27])[NH:22]3)=[CH:12][CH:11]=1)(=[O:8])[C:2]1[CH:7]=[CH:6][CH:5]=[CH:4][CH:3]=1.CCN(C(C)C)C(C)C.CN(C(ON1N=NC2C=CC=NC1=2)=[N+](C)C)C.F[P-](F)(F)(F)(F)F.[CH3:68][N:69]1[CH2:74][CH2:73][NH:72][CH2:71][CH2:70]1, predict the reaction product. The product is: [CH3:68][N:69]1[CH2:74][CH2:73][N:72]([C:32]([C:29]2[CH:30]=[CH:31][C:19]3[C:18]4[C:23](=[N:24][CH:25]=[CH:26][C:17]=4[NH:16][C:13]4[CH:12]=[CH:11][C:10]([NH:9][C:1](=[O:8])[C:2]5[CH:3]=[CH:4][CH:5]=[CH:6][CH:7]=5)=[CH:15][CH:14]=4)[NH:22][C:21](=[O:27])[C:20]=3[CH:28]=2)=[O:33])[CH2:71][CH2:70]1.